Dataset: Full USPTO retrosynthesis dataset with 1.9M reactions from patents (1976-2016). Task: Predict the reactants needed to synthesize the given product. (1) Given the product [C:34]([C:22]1[CH:23]=[C:24]2[C:29](=[CH:30][C:21]=1[O:20][C:19]1[CH:18]=[CH:17][C:16]([C:14](=[O:15])[NH:13][CH:8]3[CH2:7][CH2:6][C:5]4[C:10](=[CH:11][CH:12]=[C:3]([O:2][CH3:1])[CH:4]=4)[CH2:9]3)=[CH:37][CH:36]=1)[O:28][CH2:27][CH2:26][CH:25]2[C:31]([OH:33])=[O:32])#[N:35], predict the reactants needed to synthesize it. The reactants are: [CH3:1][O:2][C:3]1[CH:4]=[C:5]2[C:10](=[CH:11][CH:12]=1)[CH2:9][CH:8]([NH:13][C:14]([C:16]1[CH:37]=[CH:36][C:19]([O:20][C:21]3[CH:30]=[C:29]4[C:24]([CH:25]([C:31]([O-:33])=[O:32])[CH2:26][CH2:27][O:28]4)=[CH:23][C:22]=3[C:34]#[N:35])=[CH:18][CH:17]=1)=[O:15])[CH2:7][CH2:6]2.O[Li].O.O1CCOCC1.Cl. (2) Given the product [Br:1][C:2]1[CH:11]=[C:10]2[C:5]([CH2:6][CH2:7][CH:8]([CH2:19][CH:20]3[CH2:25][CH2:24][N:23]([CH2:26][CH:27]([F:29])[F:28])[CH2:22][CH2:21]3)[C:9]32[C:15](=[O:16])[N:14]([CH3:17])[C:13](=[S:39])[NH:12]3)=[CH:4][CH:3]=1, predict the reactants needed to synthesize it. The reactants are: [Br:1][C:2]1[CH:11]=[C:10]2[C:5]([CH2:6][CH2:7][CH:8]([CH2:19][CH:20]3[CH2:25][CH2:24][N:23]([CH2:26][CH:27]([F:29])[F:28])[CH2:22][CH2:21]3)[C:9]32[C:15](=[O:16])[N:14]([CH3:17])[C:13](=O)[NH:12]3)=[CH:4][CH:3]=1.COC1C=CC(P2(SP(C3C=CC(OC)=CC=3)(=S)S2)=[S:39])=CC=1. (3) Given the product [CH2:9]([O:11][C:12](=[O:42])[C:13]([NH:38][C:39](=[O:41])[CH3:40])([CH2:19][C:20]1[O:24][N:23]=[C:22]([CH:25]([NH:30][C:31]([O:33][C:34]([CH3:36])([CH3:35])[CH3:37])=[O:32])[CH2:26][CH:27]([CH3:29])[CH3:28])[CH:21]=1)[C:14]([OH:16])=[O:15])[CH3:10], predict the reactants needed to synthesize it. The reactants are: [OH-].[Na+].O1CCOCC1.[CH2:9]([O:11][C:12](=[O:42])[C:13]([NH:38][C:39](=[O:41])[CH3:40])([CH2:19][C:20]1[O:24][N:23]=[C:22]([CH:25]([NH:30][C:31]([O:33][C:34]([CH3:37])([CH3:36])[CH3:35])=[O:32])[CH2:26][CH:27]([CH3:29])[CH3:28])[CH:21]=1)[C:14]([O:16]CC)=[O:15])[CH3:10].Cl. (4) Given the product [F:1][C:2]1[CH:7]=[CH:6][CH:5]=[C:4]([CH2:8][N:9]2[CH2:14][CH2:13][O:12][CH2:11][CH2:10]2)[C:3]=1[N:15]1[CH:19]=[C:18]([CH:20]=[O:21])[C:17]([CH3:22])=[N:16]1, predict the reactants needed to synthesize it. The reactants are: [F:1][C:2]1[CH:7]=[CH:6][CH:5]=[C:4]([CH2:8][N:9]2[CH2:14][CH2:13][O:12][CH2:11][CH2:10]2)[C:3]=1[N:15]1[CH:19]=[C:18]([CH2:20][OH:21])[C:17]([CH3:22])=[N:16]1. (5) Given the product [Br:1][C:2]1[CH:6]=[N:5][N:4]([CH3:7])[C:3]=1[NH:8][C:9]1[CH:14]=[CH:13][C:12]([C:21]2[CH:20]=[CH:19][CH:18]=[C:17]([Cl:16])[CH:22]=2)=[CH:11][CH:10]=1, predict the reactants needed to synthesize it. The reactants are: [Br:1][C:2]1[CH:6]=[N:5][N:4]([CH3:7])[C:3]=1[NH:8][C:9]1[CH:14]=[CH:13][C:12](I)=[CH:11][CH:10]=1.[Cl:16][C:17]1[CH:18]=[C:19](B(O)O)[CH:20]=[CH:21][CH:22]=1.C(=O)([O-])[O-].[Cs+].[Cs+].COCCOC. (6) Given the product [NH:8]1[CH2:9][CH2:10][CH:11]([N:14]2[C:23](=[O:24])[C:22]3[C:17](=[CH:18][CH:19]=[CH:20][CH:21]=3)[NH:16][C:15]2=[O:25])[CH2:12][CH2:13]1, predict the reactants needed to synthesize it. The reactants are: C1(C[N:8]2[CH2:13][CH2:12][CH:11]([N:14]3[C:23](=[O:24])[C:22]4[C:17](=[CH:18][CH:19]=[CH:20][CH:21]=4)[NH:16][C:15]3=[O:25])[CH2:10][CH2:9]2)C=CC=CC=1. (7) Given the product [N:1]([C:4]1[CH:29]=[CH:28][C:7]2[C:8](=[O:27])[N:9]([CH2:11][C:12](=[O:13])[N:14]3[CH2:19][CH2:18][NH:17][CH2:16][CH2:15]3)[S:10][C:6]=2[CH:5]=1)=[N+:2]=[N-:3], predict the reactants needed to synthesize it. The reactants are: [N:1]([C:4]1[CH:29]=[CH:28][C:7]2[C:8](=[O:27])[N:9]([CH2:11][C:12]([N:14]3[CH2:19][CH2:18][N:17](C(OC(C)(C)C)=O)[CH2:16][CH2:15]3)=[O:13])[S:10][C:6]=2[CH:5]=1)=[N+:2]=[N-:3].C(O)(C(F)(F)F)=O. (8) The reactants are: [CH3:1][O:2][C:3](=[O:22])[CH2:4][C:5]1[CH:10]=[C:9](OS(C(F)(F)F)(=O)=O)[CH:8]=[C:7]([O:19][CH2:20][CH3:21])[CH:6]=1.[Na+].[F:24][C:25]([F:41])([F:40])[C:26]1[CH:31]=[CH:30][C:29]([C:32]2[CH:33]=[C:34]([S:37]([O-:39])=[O:38])[S:35][CH:36]=2)=[CH:28][CH:27]=1.C(=O)([O-])[O-].[Cs+].[Cs+].C1(C)C=CC=CC=1.CC1(C)C2C(=C(P(C3C=CC=CC=3)C3C=CC=CC=3)C=CC=2)OC2C(P(C3C=CC=CC=3)C3C=CC=CC=3)=CC=CC1=2. Given the product [CH3:1][O:2][C:3](=[O:22])[CH2:4][C:5]1[CH:10]=[C:9]([S:37]([C:34]2[S:35][CH:36]=[C:32]([C:29]3[CH:28]=[CH:27][C:26]([C:25]([F:41])([F:24])[F:40])=[CH:31][CH:30]=3)[CH:33]=2)(=[O:39])=[O:38])[CH:8]=[C:7]([O:19][CH2:20][CH3:21])[CH:6]=1, predict the reactants needed to synthesize it. (9) Given the product [C:3]([C@:5]([NH:15][C:16](=[O:33])[O:17][CH2:18][CH2:19][N:20]1[CH2:25][CH2:24][N:23]([C:26]([O:28][C:29]([CH3:32])([CH3:31])[CH3:30])=[O:27])[CH2:22][CH2:21]1)([CH3:14])[CH2:6][C:7]1[CH:12]=[CH:11][C:10]([OH:13])=[CH:9][CH:8]=1)([OH:4])=[O:2], predict the reactants needed to synthesize it. The reactants are: C[O:2][C:3]([C@:5]([NH:15][C:16](=[O:33])[O:17][CH2:18][CH2:19][N:20]1[CH2:25][CH2:24][N:23]([C:26]([O:28][C:29]([CH3:32])([CH3:31])[CH3:30])=[O:27])[CH2:22][CH2:21]1)([CH3:14])[CH2:6][C:7]1[CH:12]=[CH:11][C:10]([OH:13])=[CH:9][CH:8]=1)=[O:4].O[Li].O.Cl. (10) Given the product [C:5]1([C:3]2[NH:13][C:12](=[O:19])[S:11][CH:2]=2)[CH:10]=[CH:9][CH:8]=[CH:7][CH:6]=1, predict the reactants needed to synthesize it. The reactants are: Br[CH2:2][C:3]([C:5]1[CH:10]=[CH:9][CH:8]=[CH:7][CH:6]=1)=O.[S-:11][C:12]#[N:13].[K+].CN(C=[O:19])C.